Predict which catalyst facilitates the given reaction. From a dataset of Catalyst prediction with 721,799 reactions and 888 catalyst types from USPTO. Reactant: [CH2:1](OC(=O)C=CC1C=C(C)C=CC=1)C.CO[C:17]1[C:18](Cl)=[CH:19][C:20]2[CH:21]([CH3:29])[CH:22]3[CH2:26][NH:25][CH2:24][CH:23]3[C:27]=2[CH:28]=1.C(OC(=O)CP(OCC(F)(F)F)(OCC(F)(F)F)=O)C.C1OCCOCCOCCOCCOCCOC1.C1(C)C=CC=C(C=O)C=1. The catalyst class is: 1. Product: [CH3:1][C:17]1[CH:18]=[CH:19][C:20]2[CH:21]([CH3:29])[CH:22]3[CH2:26][NH:25][CH2:24][CH:23]3[C:27]=2[CH:28]=1.